Dataset: Full USPTO retrosynthesis dataset with 1.9M reactions from patents (1976-2016). Task: Predict the reactants needed to synthesize the given product. (1) Given the product [NH:8]1[C:3]2=[N:4][CH:5]=[CH:6][N:7]=[C:2]2[N:1]=[C:9]1[C:10]([C@@H:13]1[C:26]2[C:21](=[N:22][C:23]([Cl:27])=[CH:24][CH:25]=2)[O:20][C:19]2[C:14]1=[CH:15][CH:16]=[CH:17][C:18]=2[F:28])([CH3:12])[CH3:11], predict the reactants needed to synthesize it. The reactants are: [NH2:1][C:2]1[C:3]([NH:8][C:9](=O)[C:10]([C@@H:13]2[C:26]3[C:21](=[N:22][C:23]([Cl:27])=[CH:24][CH:25]=3)[O:20][C:19]3[C:14]2=[CH:15][CH:16]=[CH:17][C:18]=3[F:28])([CH3:12])[CH3:11])=[N:4][CH:5]=[CH:6][N:7]=1.O=P(Cl)(Cl)Cl.C([O-])([O-])=O.[Na+].[Na+]. (2) Given the product [Br:30][CH2:1][C:2]1[C:7](=[O:8])[N:6]([C:9]2[CH:14]=[CH:13][CH:12]=[C:11]([NH:15][C:16](=[O:25])[C:17]3[CH:22]=[C:21]([Cl:23])[CH:20]=[C:19]([Cl:24])[CH:18]=3)[CH:10]=2)[C:5]2[N:26]=[CH:27][CH:28]=[CH:29][C:4]=2[N:3]=1, predict the reactants needed to synthesize it. The reactants are: [CH3:1][C:2]1[C:7](=[O:8])[N:6]([C:9]2[CH:14]=[CH:13][CH:12]=[C:11]([NH:15][C:16](=[O:25])[C:17]3[CH:22]=[C:21]([Cl:23])[CH:20]=[C:19]([Cl:24])[CH:18]=3)[CH:10]=2)[C:5]2[N:26]=[CH:27][CH:28]=[CH:29][C:4]=2[N:3]=1.[Br:30]N1C(=O)CCC1=O.C(OOC(=O)C1C=CC=CC=1)(=O)C1C=CC=CC=1. (3) Given the product [CH2:17]([N:12]1[C:11]2[CH:10]=[CH:9][CH:8]=[CH:7][C:6]=2[C:5]2[C:13]1=[CH:1][CH:2]=[CH:3][CH:4]=2)[CH3:18], predict the reactants needed to synthesize it. The reactants are: [CH:1]1[C:13]2[NH:12][C:11]3[C:6](=[CH:7][CH:8]=[CH:9][CH:10]=3)[C:5]=2[CH:4]=[CH:3][CH:2]=1.[OH-].[Na+].Br[CH2:17][CH3:18]. (4) Given the product [CH:13]([N:8]1[C:9]2[C:4](=[CH:3][C:2]([C:3]3[CH:2]=[C:11]([CH:10]=[CH:24][C:25]=3[O:26][CH3:27])[CH:16]=[O:19])=[C:11]([CH3:12])[CH:10]=2)[CH2:5][CH2:6][CH2:7]1)([CH3:15])[CH3:14], predict the reactants needed to synthesize it. The reactants are: Br[C:2]1[CH:3]=[C:4]2[C:9](=[CH:10][C:11]=1[CH3:12])[N:8]([CH:13]([CH3:15])[CH3:14])[CH2:7][CH2:6][CH2:5]2.[C:16](=[O:19])([O-])[O-].[K+].[K+].CO[CH2:24][CH2:25][O:26][CH3:27]. (5) Given the product [CH3:1][O:2][C:3]([C:5]1[S:6][C:7]([CH2:11][OH:14])=[CH:8][C:9]=1[Br:10])=[O:4], predict the reactants needed to synthesize it. The reactants are: [CH3:1][O:2][C:3]([C:5]1[S:6][C:7]([CH2:11]Br)=[CH:8][C:9]=1[Br:10])=[O:4].C([O-])(O)=[O:14].[Na+].CCOC(C)=O. (6) Given the product [CH2:1]([O:3][CH2:4][N:5]1[CH:9]=[CH:8][N:7]=[C:6]1[C:24]1[S:25][CH:26]=[CH:27][N:28]=1)[CH3:2], predict the reactants needed to synthesize it. The reactants are: [CH2:1]([O:3][CH2:4][N:5]1[CH:9]=[CH:8][N:7]=[C:6]1[Sn](CCCC)(CCCC)CCCC)[CH3:2].Br[C:24]1[S:25][CH:26]=[CH:27][N:28]=1.C([O-])(O)=O.[Na+]. (7) Given the product [Cl:31][C:29]1[CH:28]=[CH:27][C:4]2[N:5]([CH2:18][C:19]3[CH:20]=[CH:21][C:22]([O:25][CH3:26])=[CH:23][CH:24]=3)[C:6](=[O:17])[CH:7]([CH2:9][C:10]3[CH:15]=[CH:14][CH:13]=[CH:12][C:11]=3[Cl:16])[N:8]=[C:2]([C:39]3[CH:40]=[CH:41][C:36]4[NH:35][C:34](=[O:51])[N:33]([CH3:32])[C:37]=4[CH:38]=3)[C:3]=2[CH:30]=1, predict the reactants needed to synthesize it. The reactants are: Cl[C:2]1[C:3]2[CH:30]=[C:29]([Cl:31])[CH:28]=[CH:27][C:4]=2[N:5]([CH2:18][C:19]2[CH:24]=[CH:23][C:22]([O:25][CH3:26])=[CH:21][CH:20]=2)[C:6](=[O:17])[CH:7]([CH2:9][C:10]2[CH:15]=[CH:14][CH:13]=[CH:12][C:11]=2[Cl:16])[N:8]=1.[CH3:32][N:33]1[C:37]2[CH:38]=[C:39](B3OC(C)(C)C(C)(C)O3)[CH:40]=[CH:41][C:36]=2[NH:35][C:34]1=[O:51].[Li+].[Cl-].O.